Dataset: Peptide-MHC class II binding affinity with 134,281 pairs from IEDB. Task: Regression. Given a peptide amino acid sequence and an MHC pseudo amino acid sequence, predict their binding affinity value. This is MHC class II binding data. (1) The peptide sequence is EKQYFAATQFEPLAA. The MHC is HLA-DPA10201-DPB11401 with pseudo-sequence HLA-DPA10201-DPB11401. The binding affinity (normalized) is 0.668. (2) The peptide sequence is FFRNVVWLIKKNSTYPT. The MHC is HLA-DPA10301-DPB10402 with pseudo-sequence HLA-DPA10301-DPB10402. The binding affinity (normalized) is 0.188. (3) The peptide sequence is FMRFFTLGSITAQPV. The MHC is DRB1_0101 with pseudo-sequence DRB1_0101. The binding affinity (normalized) is 1.00. (4) The peptide sequence is SVKRSNGSAEVHRGA. The MHC is DRB5_0101 with pseudo-sequence DRB5_0101. The binding affinity (normalized) is 0.0517. (5) The peptide sequence is GERQIVDKIDAAFKI. The MHC is DRB1_0401 with pseudo-sequence DRB1_0401. The binding affinity (normalized) is 0.326.